From a dataset of Catalyst prediction with 721,799 reactions and 888 catalyst types from USPTO. Predict which catalyst facilitates the given reaction. (1) Reactant: [Cl:1][C:2]1[N:7]=[C:6]2[NH:8][N:9]=[C:10]([OH:11])[C:5]2=[C:4]([CH3:12])[CH:3]=1.[N:13]([CH2:16][CH2:17][CH2:18][CH2:19][CH2:20][CH3:21])=[C:14]=[O:15]. The catalyst class is: 1. Product: [CH2:16]([NH:13][C:14]([N:9]1[C:10](=[O:11])[C:5]2[C:6](=[N:7][C:2]([Cl:1])=[CH:3][C:4]=2[CH3:12])[NH:8]1)=[O:15])[CH2:17][CH2:18][CH2:19][CH2:20][CH3:21]. (2) Reactant: [CH3:1][O:2][C:3](=[O:16])[C:4]1[CH:9]=[C:8]([N+:10]([O-:12])=[O:11])[C:7]([NH2:13])=[C:6]([Cl:14])[C:5]=1F.[NH2:17][C:18]1[CH:23]=[CH:22][CH:21]=[CH:20][CH:19]=1.O. Product: [CH3:1][O:2][C:3](=[O:16])[C:4]1[CH:9]=[C:8]([N+:10]([O-:12])=[O:11])[C:7]([NH2:13])=[C:6]([Cl:14])[C:5]=1[NH:17][C:18]1[CH:23]=[CH:22][CH:21]=[CH:20][CH:19]=1. The catalyst class is: 5. (3) Reactant: [CH3:1][O:2][C:3]1[CH:12]=[C:11]2[C:6]([CH:7]=[C:8]([C:14]([NH:16][C:17]3[CH:18]=[C:19]([CH:40]=[CH:41][C:42]=3[CH3:43])[C:20]([NH:22][C@@H:23]([C:34]3[CH:39]=[CH:38][CH:37]=[CH:36][CH:35]=3)[CH2:24][CH2:25][NH:26]C(=O)OC(C)(C)C)=[O:21])=[O:15])[C:9](=[O:13])[NH:10]2)=[CH:5][C:4]=1[O:44][CH2:45][CH2:46][O:47][CH3:48].[C:49]([OH:55])([C:51]([F:54])([F:53])[F:52])=[O:50]. Product: [F:52][C:51]([F:54])([F:53])[C:49]([OH:55])=[O:50].[NH2:26][CH2:25][CH2:24][C@@H:23]([NH:22][C:20]([C:19]1[CH:40]=[CH:41][C:42]([CH3:43])=[C:17]([NH:16][C:14]([C:8]2[C:9](=[O:13])[NH:10][C:11]3[C:6]([CH:7]=2)=[CH:5][C:4]([O:44][CH2:45][CH2:46][O:47][CH3:48])=[C:3]([O:2][CH3:1])[CH:12]=3)=[O:15])[CH:18]=1)=[O:21])[C:34]1[CH:35]=[CH:36][CH:37]=[CH:38][CH:39]=1. The catalyst class is: 4. (4) Reactant: [NH2:1]/[CH:2]=[N:3]/[C:4]1[C:9]([C:10]#[N:11])=[C:8]([CH:12]2[CH2:17][CH2:16][CH2:15][N:14]([C:18]([O:20][C:21]([CH3:24])([CH3:23])[CH3:22])=[O:19])[CH2:13]2)[CH:7]=[C:6]([C:25]2[C:30]([O:31][CH2:32][C:33]3[CH:38]=[CH:37][C:36]([O:39][CH3:40])=[CH:35][CH:34]=3)=[CH:29][CH:28]=[CH:27][C:26]=2[O:41][CH2:42][CH:43]2[CH2:45][CH2:44]2)[N:5]=1.FC(F)(F)C(O)=O. Product: [NH2:11][C:10]1[C:9]2[C:8]([CH:12]3[CH2:17][CH2:16][CH2:15][N:14]([C:18]([O:20][C:21]([CH3:24])([CH3:23])[CH3:22])=[O:19])[CH2:13]3)=[CH:7][C:6]([C:25]3[C:30]([O:31][CH2:32][C:33]4[CH:34]=[CH:35][C:36]([O:39][CH3:40])=[CH:37][CH:38]=4)=[CH:29][CH:28]=[CH:27][C:26]=3[O:41][CH2:42][CH:43]3[CH2:44][CH2:45]3)=[N:5][C:4]=2[N:3]=[CH:2][N:1]=1. The catalyst class is: 442. (5) Reactant: O.[SH-].[Na+:3].C([S:11][C:12]1[N:17]=[C:16]([N:18]([CH2:27][O:28][CH2:29][CH2:30][Si:31]([CH3:34])([CH3:33])[CH3:32])[S:19]([N:22]2[CH2:26][CH2:25][CH2:24][CH2:23]2)(=[O:21])=[O:20])[CH:15]=[C:14]([NH:35][C@H:36]([CH3:39])[CH2:37][OH:38])[N:13]=1)C1C=CC=CC=1. Product: [OH:38][CH2:37][C@H:36]([NH:35][C:14]1[CH:15]=[C:16]([N:18]([S:19]([N:22]2[CH2:26][CH2:25][CH2:24][CH2:23]2)(=[O:20])=[O:21])[CH2:27][O:28][CH2:29][CH2:30][Si:31]([CH3:33])([CH3:34])[CH3:32])[N:17]=[C:12]([S-:11])[N:13]=1)[CH3:39].[Na+:3]. The catalyst class is: 16. (6) Reactant: [Br:1][C:2]1[CH:11]=[C:10]2[C:5]([CH:6]=[CH:7][CH:8]=[N+:9]2[O-])=[CH:4][CH:3]=1.P(Cl)(Cl)([Cl:15])=O.O. Product: [Br:1][C:2]1[CH:11]=[C:10]2[C:5]([CH:6]=[CH:7][C:8]([Cl:15])=[N:9]2)=[CH:4][CH:3]=1. The catalyst class is: 22. (7) Reactant: [CH:1]1([C:4]2[CH:8]=[C:7]([C:9]([O:11][CH2:12][CH3:13])=[O:10])[NH:6][N:5]=2)[CH2:3][CH2:2]1.[Cl:14][C:15]1[CH:22]=[C:21]([C:23]([F:26])([F:25])[F:24])[CH:20]=[CH:19][C:16]=1[CH2:17]Cl.C(=O)([O-])[O-].[K+].[K+]. Product: [Cl:14][C:15]1[CH:22]=[C:21]([C:23]([F:24])([F:25])[F:26])[CH:20]=[CH:19][C:16]=1[CH2:17][N:6]1[C:7]([C:9]([O:11][CH2:12][CH3:13])=[O:10])=[CH:8][C:4]([CH:1]2[CH2:2][CH2:3]2)=[N:5]1. The catalyst class is: 9. (8) Reactant: [N:1]1[CH:6]=[CH:5][CH:4]=[CH:3][C:2]=1[S:7](Cl)(=[O:9])=[O:8].[NH2:11][CH2:12][C:13]1[N:18]=[C:17]([N:19]([CH2:27][C:28]([O:30][C:31]([CH3:34])([CH3:33])[CH3:32])=[O:29])[C:20]([O:22][C:23]([CH3:26])([CH3:25])[CH3:24])=[O:21])[CH:16]=[CH:15][CH:14]=1.C(N(CC)CC)C.S([O-])(O)(=O)=O.[K+]. Product: [C:23]([O:22][C:20]([N:19]([CH2:27][C:28]([O:30][C:31]([CH3:34])([CH3:33])[CH3:32])=[O:29])[C:17]1[CH:16]=[CH:15][CH:14]=[C:13]([CH2:12][NH:11][S:7]([C:2]2[CH:3]=[CH:4][CH:5]=[CH:6][N:1]=2)(=[O:9])=[O:8])[N:18]=1)=[O:21])([CH3:26])([CH3:25])[CH3:24]. The catalyst class is: 2. (9) Reactant: [N+:1]([C:4]1[CH:9]=[CH:8][C:7]([SH:10])=[CH:6][CH:5]=1)([O-:3])=[O:2].[OH-].[Na+].[CH3:13]I. The catalyst class is: 6. Product: [CH3:13][S:10][C:7]1[CH:8]=[CH:9][C:4]([N+:1]([O-:3])=[O:2])=[CH:5][CH:6]=1.